From a dataset of Full USPTO retrosynthesis dataset with 1.9M reactions from patents (1976-2016). Predict the reactants needed to synthesize the given product. (1) Given the product [Cl:16][C:17]1[CH:18]=[CH:19][C:20]([N:25]2[CH2:29][CH2:28][O:27][C:26]2=[O:30])=[C:21]([CH:24]=1)[CH2:22][NH:23][C:9](=[O:10])[O:11][C:12]([CH3:13])([CH3:14])[CH3:15], predict the reactants needed to synthesize it. The reactants are: [C:9](O[C:9]([O:11][C:12]([CH3:15])([CH3:14])[CH3:13])=[O:10])([O:11][C:12]([CH3:15])([CH3:14])[CH3:13])=[O:10].[Cl:16][C:17]1[CH:18]=[CH:19][C:20]([N:25]2[CH2:29][CH2:28][O:27][C:26]2=[O:30])=[C:21]([CH:24]=1)[C:22]#[N:23].[BH4-].[Na+]. (2) Given the product [N:44]1([CH:50]2[CH2:55][CH2:54][N:53]([C:56]3[S:60][C:59]([N:11]([C:8]4[C:7]([O:12][CH3:13])=[N:6][C:5]([P:2]([CH3:1])([CH3:4])=[O:3])=[CH:10][N:9]=4)[C:24]4[N:29]=[C:28]([NH2:30])[C:27]([Cl:43])=[CH:26][N:25]=4)=[N:58][N:57]=3)[CH2:52][CH2:51]2)[CH2:49][CH2:48][CH2:47][CH2:46][CH2:45]1, predict the reactants needed to synthesize it. The reactants are: [CH3:1][P:2]([C:5]1[N:6]=[C:7]([O:12][CH3:13])[C:8]([NH2:11])=[N:9][CH:10]=1)([CH3:4])=[O:3].ClC1N=C(Cl)C(Cl)=CN=1.Cl[C:24]1[N:29]=[C:28]([NH:30]C2C(OC)=NC(P(C)(C)=O)=CN=2)[C:27]([Cl:43])=[CH:26][N:25]=1.[N:44]1([CH:50]2[CH2:55][CH2:54][N:53]([C:56]3[S:60][C:59](N)=[N:58][N:57]=3)[CH2:52][CH2:51]2)[CH2:49][CH2:48][CH2:47][CH2:46][CH2:45]1. (3) The reactants are: [CH2:1]([O:3][C:4](=[O:22])[CH:5]([C:10]1[CH:15]=[CH:14][C:13](I)=[C:12]([O:17][CH2:18][CH:19]2[CH2:21][CH2:20]2)[CH:11]=1)[CH2:6][CH:7]([CH3:9])[CH3:8])[CH3:2].[CH3:23][S:24][C:25]1[CH:30]=[CH:29][C:28](B(O)O)=[CH:27][CH:26]=1.[F-].[Cs+].O.CCOC(C)=O. Given the product [CH2:1]([O:3][C:4](=[O:22])[CH:5]([C:10]1[CH:15]=[CH:14][C:13]([C:28]2[CH:29]=[CH:30][C:25]([S:24][CH3:23])=[CH:26][CH:27]=2)=[C:12]([O:17][CH2:18][CH:19]2[CH2:21][CH2:20]2)[CH:11]=1)[CH2:6][CH:7]([CH3:9])[CH3:8])[CH3:2], predict the reactants needed to synthesize it. (4) Given the product [Br:47][C:48]1[CH:49]=[C:50]([NH:51][C:2]2[C:3]3[C:10]([C:11]4[CH:16]=[CH:15][C:14]([Cl:35])=[CH:13][CH:12]=4)=[CH:9][NH:8][C:4]=3[N:5]=[CH:6][N:7]=2)[CH:52]=[CH:53][CH:54]=1, predict the reactants needed to synthesize it. The reactants are: Cl[C:2]1[C:3]2[C:10]([C:11]3[CH:16]=[CH:15][CH:14]=[CH:13][CH:12]=3)=[CH:9][NH:8][C:4]=2[N:5]=[CH:6][N:7]=1.C1(S(N2C3N=CN=C([Cl:35])C=3C(I)=C2)(=O)=O)C=CC=CC=1.BrC1C=C(B(O)O)C=CC=1.[Br:47][C:48]1[CH:49]=[C:50]([CH:52]=[CH:53][CH:54]=1)[NH2:51].